Dataset: Reaction yield outcomes from USPTO patents with 853,638 reactions. Task: Predict the reaction yield, written as a fraction of the theoretical maximum amount of product (1.0 means a 100% yield; for example, 0.34 means a 34% yield). (1) The reactants are [CH3:1][O:2][C:3]([C:5]1[S:6][CH:7]=[C:8]([Br:11])[C:9]=1[OH:10])=[O:4].[C:12](=O)([O-])[O-].[K+].[K+].IC. The catalyst is CC(C)=O. The product is [CH3:1][O:2][C:3]([C:5]1[S:6][CH:7]=[C:8]([Br:11])[C:9]=1[O:10][CH3:12])=[O:4]. The yield is 1.00. (2) The reactants are Cl[C:2]1[CH:7]=[CH:6][N:5]=[CH:4][C:3]=1[N+:8]([O-:10])=[O:9].[Br:11][C:12]1[CH:17]=[CH:16][C:15](B(O)O)=[CH:14][CH:13]=1.C(=O)([O-])[O-].[K+].[K+]. The catalyst is COCCOC. The product is [Br:11][C:12]1[CH:17]=[CH:16][C:15]([C:2]2[CH:7]=[CH:6][N:5]=[CH:4][C:3]=2[N+:8]([O-:10])=[O:9])=[CH:14][CH:13]=1. The yield is 0.760. (3) The reactants are [F:1][C:2]1[C:9]([OH:10])=[CH:8][CH:7]=[C:6]([F:11])[C:3]=1[CH:4]=[O:5].Br[CH2:13][CH2:14][O:15][CH:16]1[CH2:21][CH2:20][CH2:19][CH2:18][O:17]1.C(=O)([O-])[O-].[K+].[K+].O. The catalyst is CN(C)C=O. The product is [F:1][C:2]1[C:9]([O:10][CH2:13][CH2:14][O:15][CH:16]2[CH2:21][CH2:20][CH2:19][CH2:18][O:17]2)=[CH:8][CH:7]=[C:6]([F:11])[C:3]=1[CH:4]=[O:5]. The yield is 0.660. (4) The reactants are [Cl-].O[NH3+:3].[C:4](=[O:7])([O-])[OH:5].[Na+].CS(C)=O.[CH2:13]([C:17]1[N:21]([CH2:22][C:23]2[CH:28]=[CH:27][C:26]([C:29]3[C:30]([C:35]#[N:36])=[CH:31][CH:32]=[CH:33][CH:34]=3)=[CH:25][CH:24]=2)[C:20](=[O:37])[N:19]([CH2:38][C:39]([C:41]2[CH:46]=[CH:45][C:44]([F:47])=[CH:43][CH:42]=2)=[O:40])[N:18]=1)[CH2:14][CH2:15][CH3:16]. The catalyst is C(OCC)(=O)C. The product is [CH2:13]([C:17]1[N:21]([CH2:22][C:23]2[CH:24]=[CH:25][C:26]([C:29]3[CH:34]=[CH:33][CH:32]=[CH:31][C:30]=3[C:35]3[NH:3][C:4](=[O:7])[O:5][N:36]=3)=[CH:27][CH:28]=2)[C:20](=[O:37])[N:19]([CH2:38][C:39]([C:41]2[CH:46]=[CH:45][C:44]([F:47])=[CH:43][CH:42]=2)=[O:40])[N:18]=1)[CH2:14][CH2:15][CH3:16]. The yield is 0.290. (5) The reactants are [Cl:1][C:2]1[CH:17]=[CH:16][C:5]([C:6]([NH:8][C:9]2[CH:14]=[CH:13][NH:12][C:11](=[O:15])[CH:10]=2)=[O:7])=[C:4]([O:18][C:19]2[CH:24]=[CH:23][C:22]([F:25])=[CH:21][C:20]=2[CH3:26])[CH:3]=1.ClC([O:30][CH2:31]Cl)=O.CN(C=O)C.[C:38]([O:42][P:43](O[K])([O:45][C:46]([CH3:49])([CH3:48])[CH3:47])=[O:44])([CH3:41])([CH3:40])[CH3:39]. The catalyst is C1COCC1.CCOC(C)=O.[I-].C([N+](CCCC)(CCCC)CCCC)CCC.O.C(Cl)Cl. The product is [P:43]([O:30][CH2:31][N:12]1[CH:13]=[CH:14][C:9]([NH:8][C:6](=[O:7])[C:5]2[CH:16]=[CH:17][C:2]([Cl:1])=[CH:3][C:4]=2[O:18][C:19]2[CH:24]=[CH:23][C:22]([F:25])=[CH:21][C:20]=2[CH3:26])=[CH:10][C:11]1=[O:15])([O:42][C:38]([CH3:41])([CH3:40])[CH3:39])([O:45][C:46]([CH3:47])([CH3:48])[CH3:49])=[O:44]. The yield is 0.222. (6) The reactants are [NH2:1][C:2]1[CH:7]=[CH:6][N:5]=[CH:4][CH:3]=1.[OH-].[Na+].[N+:10]([C:13]1[CH:14]=[C:15]([CH:19]=[CH:20][CH:21]=1)[C:16](Cl)=[O:17])([O-:12])=[O:11]. The catalyst is ClCCl. The product is [N+:10]([C:13]1[CH:14]=[C:15]([CH:19]=[CH:20][CH:21]=1)[C:16]([NH:1][C:2]1[CH:7]=[CH:6][N:5]=[CH:4][CH:3]=1)=[O:17])([O-:12])=[O:11]. The yield is 0.260. (7) The reactants are [CH3:1][C:2]1[CH:11]=[CH:10][C:9]2[C:4](=[CH:5][CH:6]=[C:7]3[O:15][CH2:14][CH:13]([CH2:16][OH:17])[O:12][C:8]3=2)[N:3]=1.[S:18](Cl)([C:21]1[CH:27]=[CH:26][C:24]([CH3:25])=[CH:23][CH:22]=1)(=[O:20])=[O:19].C(N(CC)CC)C.C(Cl)(Cl)Cl. The catalyst is C(Cl)Cl.O. The product is [CH3:25][C:24]1[CH:26]=[CH:27][C:21]([S:18]([O:17][CH2:16][CH:13]2[O:12][C:8]3=[C:9]4[C:4](=[CH:5][CH:6]=[C:7]3[O:15][CH2:14]2)[N:3]=[C:2]([CH3:1])[CH:11]=[CH:10]4)(=[O:20])=[O:19])=[CH:22][CH:23]=1. The yield is 0.880.